This data is from Full USPTO retrosynthesis dataset with 1.9M reactions from patents (1976-2016). The task is: Predict the reactants needed to synthesize the given product. Given the product [NH2:24][C@H:25]1[CH2:30][CH2:29][CH2:28][CH2:27][C@@H:26]1[NH:31][C:6]1[CH:7]=[C:8]([N:10]2[C:18]3[CH2:17][C:16]([CH3:19])([CH3:20])[CH2:15][C:14](=[O:21])[C:13]=3[C:12]([CH3:22])=[N:11]2)[CH:9]=[C:2]([F:1])[C:3]=1[C:4]([NH2:5])=[O:41], predict the reactants needed to synthesize it. The reactants are: [F:1][C:2]1[CH:9]=[C:8]([N:10]2[C:18]3[CH2:17][C:16]([CH3:20])([CH3:19])[CH2:15][C:14](=[O:21])[C:13]=3[C:12]([CH3:22])=[N:11]2)[CH:7]=[C:6](F)[C:3]=1[C:4]#[N:5].[NH2:24][C@H:25]1[CH2:30][CH2:29][CH2:28][CH2:27][C@@H:26]1[NH2:31].CCN(C(C)C)C(C)C.[OH-:41].[Na+].OO.